This data is from Reaction yield outcomes from USPTO patents with 853,638 reactions. The task is: Predict the reaction yield, written as a fraction of the theoretical maximum amount of product (1.0 means a 100% yield; for example, 0.34 means a 34% yield). (1) The reactants are [F:1][C:2]([F:15])([F:14])[S:3]([O:6]S(C(F)(F)F)(=O)=O)(=[O:5])=[O:4].[CH3:16][O:17][C:18]([C:20]1[C:29]2[C:24](=[CH:25][CH:26]=[C:27]([O:30][CH3:31])[CH:28]=2)[N:23]=[CH:22][C:21]=1O)=[O:19].C(N(CC)CC)C.C(OCC)(=O)C. The catalyst is ClCCl. The product is [CH3:16][O:17][C:18]([C:20]1[C:29]2[C:24](=[CH:25][CH:26]=[C:27]([O:30][CH3:31])[CH:28]=2)[N:23]=[CH:22][C:21]=1[O:6][S:3]([C:2]([F:15])([F:14])[F:1])(=[O:5])=[O:4])=[O:19]. The yield is 0.760. (2) The reactants are Br[CH:2]1[CH2:8][CH2:7][CH2:6][CH2:5][CH:4]([C:9]([O:11][CH3:12])=[O:10])[C:3]1=O.[Cl:14][C:15]1[CH:21]=[CH:20][C:18]([NH2:19])=[CH:17][CH:16]=1.O. The catalyst is C(Cl)Cl. The product is [Cl:14][C:15]1[CH:16]=[C:17]2[C:18](=[CH:20][CH:21]=1)[NH:19][C:3]1[CH:4]([C:9]([O:11][CH3:12])=[O:10])[CH2:5][CH2:6][CH2:7][CH2:8][C:2]2=1. The yield is 0.530. (3) The reactants are C[Al](C)C.[CH:5]([NH2:8])([CH3:7])[CH3:6].C[O:10][C:11]([C:13]1[N:14]=[N:15][C:16]([O:19][CH2:20][C:21]2[C:22]([CH2:27][CH2:28][CH2:29][CH3:30])=[N:23][O:24][C:25]=2[CH3:26])=[CH:17][CH:18]=1)=O. The catalyst is C1(C)C=CC=CC=1.O1CCOCC1. The product is [CH:5]([NH:8][C:11]([C:13]1[N:14]=[N:15][C:16]([O:19][CH2:20][C:21]2[C:22]([CH2:27][CH2:28][CH2:29][CH3:30])=[N:23][O:24][C:25]=2[CH3:26])=[CH:17][CH:18]=1)=[O:10])([CH3:7])[CH3:6]. The yield is 0.380. (4) The reactants are [NH:1]1[C:9]2[C:4](=[CH:5][CH:6]=[CH:7][CH:8]=2)[C:3]([CH2:10][C:11]([CH3:14])([NH2:13])[CH3:12])=[CH:2]1.[F:15][C:16]1[CH:17]=[C:18](/[CH:25]=[CH:26]/[C:27]([O:29][CH3:30])=[O:28])[CH:19]=[C:20]([F:24])[C:21]=1[CH:22]=O. The catalyst is C(O)(=O)C. The product is [CH3:12][C:11]1([CH3:14])[NH:13][CH:22]([C:21]2[C:20]([F:24])=[CH:19][C:18](/[CH:25]=[CH:26]/[C:27]([O:29][CH3:30])=[O:28])=[CH:17][C:16]=2[F:15])[C:2]2[NH:1][C:9]3[C:4]([C:3]=2[CH2:10]1)=[CH:5][CH:6]=[CH:7][CH:8]=3. The yield is 0.950. (5) The reactants are [NH2:1][C:2]1[CH:10]=[C:9]([O:11][CH3:12])[CH:8]=[C:7]([O:13][CH3:14])[C:3]=1[C:4]([NH2:6])=[O:5].[CH3:15][C:16]1[CH:23]=[CH:22][CH:21]=[CH:20][C:17]=1[CH:18]=O.OS([O-])=O.[Na+].CC1C=CC(S(O)(=O)=O)=CC=1.O. The catalyst is CC(N(C)C)=O.CCOC(C)=O.O. The product is [CH3:14][O:13][C:7]1[CH:8]=[C:9]([O:11][CH3:12])[CH:10]=[C:2]2[C:3]=1[C:4](=[O:5])[NH:6][C:15]([C:16]1[CH:23]=[CH:22][CH:21]=[CH:20][C:17]=1[CH3:18])=[N:1]2. The yield is 0.280.